This data is from Full USPTO retrosynthesis dataset with 1.9M reactions from patents (1976-2016). The task is: Predict the reactants needed to synthesize the given product. Given the product [CH:13]([N:12]1[C:8]([C:6]2[CH:5]=[CH:4][N:3]=[C:2]([NH:1][C:29]3[CH:28]=[CH:27][C:26]([S:23](=[O:24])(=[O:25])[NH:22][CH2:21][CH2:20][O:19][CH2:17][CH3:18])=[CH:31][CH:30]=3)[N:7]=2)=[CH:9][N:10]=[C:11]1[CH3:16])([CH3:14])[CH3:15], predict the reactants needed to synthesize it. The reactants are: [NH2:1][C:2]1[N:7]=[C:6]([C:8]2[N:12]([CH:13]([CH3:15])[CH3:14])[C:11]([CH3:16])=[N:10][CH:9]=2)[CH:5]=[CH:4][N:3]=1.[CH2:17]([O:19][CH2:20][CH2:21][NH:22][S:23]([C:26]1[CH:31]=[CH:30][C:29](I)=[CH:28][CH:27]=1)(=[O:25])=[O:24])[CH3:18].C1(P(C2C=CC=CC=2)C2C=CC3C(=CC=CC=3)C=2C2C3C(=CC=CC=3)C=CC=2P(C2C=CC=CC=2)C2C=CC=CC=2)C=CC=CC=1.CC(C)([O-])C.[Na+].Cl.CCOCC.